From a dataset of Full USPTO retrosynthesis dataset with 1.9M reactions from patents (1976-2016). Predict the reactants needed to synthesize the given product. (1) The reactants are: [CH3:1][C:2]1[CH:7]=[CH:6][C:5]([S:8]([NH:11][C:12]2[N:17]=[CH:16][C:15]([O:18][C:19]3[CH:24]=[CH:23][C:22]([NH:25][C:26](=[O:35])[O:27][CH2:28][C:29]4[CH:34]=[CH:33][CH:32]=[CH:31][CH:30]=4)=[CH:21][CH:20]=3)=[CH:14][CH:13]=2)(=[O:10])=[O:9])=[CH:4][CH:3]=1.C(N(CC)C(C)C)(C)C.I[CH2:46][C:47]([NH2:49])=[O:48].O. Given the product [NH2:49][C:47](=[O:48])[CH2:46][N:17]1[C:12](=[N:11][S:8]([C:5]2[CH:6]=[CH:7][C:2]([CH3:1])=[CH:3][CH:4]=2)(=[O:9])=[O:10])[CH:13]=[CH:14][C:15]([O:18][C:19]2[CH:24]=[CH:23][C:22]([NH:25][C:26](=[O:35])[O:27][CH2:28][C:29]3[CH:30]=[CH:31][CH:32]=[CH:33][CH:34]=3)=[CH:21][CH:20]=2)=[CH:16]1, predict the reactants needed to synthesize it. (2) Given the product [C:2]1([C:1](=[S:19])[NH2:9])[CH:7]=[CH:6][CH:5]=[CH:4][CH:3]=1, predict the reactants needed to synthesize it. The reactants are: [C:1]([NH2:9])(=O)[C:2]1[CH:7]=[CH:6][CH:5]=[CH:4][CH:3]=1.COC1C=CC(P2(SP(C3C=CC(OC)=CC=3)(=S)S2)=[S:19])=CC=1.